Dataset: NCI-60 drug combinations with 297,098 pairs across 59 cell lines. Task: Regression. Given two drug SMILES strings and cell line genomic features, predict the synergy score measuring deviation from expected non-interaction effect. (1) Drug 1: CC1=C(C=C(C=C1)NC(=O)C2=CC=C(C=C2)CN3CCN(CC3)C)NC4=NC=CC(=N4)C5=CN=CC=C5. Drug 2: C(CN)CNCCSP(=O)(O)O. Cell line: NCI-H226. Synergy scores: CSS=2.91, Synergy_ZIP=-1.06, Synergy_Bliss=-4.06, Synergy_Loewe=1.00, Synergy_HSA=-5.43. (2) Drug 1: CCC1=CC2CC(C3=C(CN(C2)C1)C4=CC=CC=C4N3)(C5=C(C=C6C(=C5)C78CCN9C7C(C=CC9)(C(C(C8N6C)(C(=O)OC)O)OC(=O)C)CC)OC)C(=O)OC.C(C(C(=O)O)O)(C(=O)O)O. Drug 2: C1=CN(C=N1)CC(O)(P(=O)(O)O)P(=O)(O)O. Cell line: SN12C. Synergy scores: CSS=35.7, Synergy_ZIP=-3.43, Synergy_Bliss=-1.26, Synergy_Loewe=-36.0, Synergy_HSA=-1.18. (3) Drug 1: C1CCN(CC1)CCOC2=CC=C(C=C2)C(=O)C3=C(SC4=C3C=CC(=C4)O)C5=CC=C(C=C5)O. Drug 2: C1CN1P(=S)(N2CC2)N3CC3. Cell line: MDA-MB-231. Synergy scores: CSS=7.51, Synergy_ZIP=-3.52, Synergy_Bliss=-1.56, Synergy_Loewe=-8.18, Synergy_HSA=-4.93.